Dataset: Peptide-MHC class I binding affinity with 185,985 pairs from IEDB/IMGT. Task: Regression. Given a peptide amino acid sequence and an MHC pseudo amino acid sequence, predict their binding affinity value. This is MHC class I binding data. The peptide sequence is ALLAKRLGA. The MHC is HLA-B15:01 with pseudo-sequence HLA-B15:01. The binding affinity (normalized) is 0.0847.